This data is from Catalyst prediction with 721,799 reactions and 888 catalyst types from USPTO. The task is: Predict which catalyst facilitates the given reaction. (1) Reactant: [Cl:1][C:2]1[CH:7]=[CH:6][C:5]([C:8]2[N:9]([CH2:14][CH:15]([OH:20])[C:16]([F:19])([F:18])[F:17])[C:10](=[O:13])[NH:11][N:12]=2)=[CH:4][CH:3]=1.C(=O)([O-])[O-].[Cs+].[Cs+].Br[CH2:28][C:29]1[CH:38]=[CH:37][C:32]([C:33]([O:35][CH3:36])=[O:34])=[CH:31][CH:30]=1. Product: [Cl:1][C:2]1[CH:7]=[CH:6][C:5]([C:8]2[N:9]([CH2:14][CH:15]([OH:20])[C:16]([F:18])([F:19])[F:17])[C:10](=[O:13])[N:11]([CH2:28][C:29]3[CH:38]=[CH:37][C:32]([C:33]([O:35][CH3:36])=[O:34])=[CH:31][CH:30]=3)[N:12]=2)=[CH:4][CH:3]=1. The catalyst class is: 95. (2) Reactant: CC1C=CC(S(O[CH2:12][CH:13]2[CH2:18][C@@H:17]3[CH2:19][C@H:14]2[CH2:15][N:16]3[S:20]([C:23]2[CH:29]=[CH:28][C:26]([CH3:27])=[CH:25][CH:24]=2)(=[O:22])=[O:21])(=O)=O)=CC=1.[N-:30]=[N+:31]=[N-:32].[Na+]. Product: [N:30]([CH2:12][CH:13]1[CH2:18][C@@H:17]2[CH2:19][C@H:14]1[CH2:15][N:16]2[S:20]([C:23]1[CH:29]=[CH:28][C:26]([CH3:27])=[CH:25][CH:24]=1)(=[O:22])=[O:21])=[N+:31]=[N-:32]. The catalyst class is: 148.